This data is from Full USPTO retrosynthesis dataset with 1.9M reactions from patents (1976-2016). The task is: Predict the reactants needed to synthesize the given product. (1) Given the product [Cl:1][C:2]1[CH:7]=[CH:6][C:5]([S:8]([CH:11]([CH:20]2[CH2:25][CH2:24][CH2:23][CH2:22][CH2:21]2)[C:12]2[CH:17]=[C:16]([F:18])[CH:15]=[CH:14][C:13]=2[F:19])(=[O:10])=[O:9])=[CH:4][CH:3]=1, predict the reactants needed to synthesize it. The reactants are: [Cl:1][C:2]1[CH:7]=[CH:6][C:5]([S:8]([CH2:11][C:12]2[CH:17]=[C:16]([F:18])[CH:15]=[CH:14][C:13]=2[F:19])(=[O:10])=[O:9])=[CH:4][CH:3]=1.[CH:20]1(O)[CH2:25][CH2:24][CH2:23][CH2:22][CH2:21]1.C(C=P(CCCC)(CCCC)CCCC)#N. (2) The reactants are: Cl[C:2]1[CH:7]=[C:6]([C:8]2[CH:13]=[CH:12][CH:11]=[CH:10][C:9]=2[F:14])[N:5]=[CH:4][N:3]=1.[CH3:15][CH:16]([OH:20])[C:17]#[C:18][CH3:19].[H-].[Na+].O. Given the product [F:14][C:9]1[CH:10]=[CH:11][CH:12]=[CH:13][C:8]=1[C:6]1[CH:7]=[C:2]([O:20][CH:16]([CH3:15])[C:17]#[C:18][CH3:19])[N:3]=[CH:4][N:5]=1, predict the reactants needed to synthesize it. (3) Given the product [F:13][CH:2]([F:1])[S:3][C:4]1[CH:5]=[CH:6][C:7]([C:8]([NH:24][CH2:23][C:21]2[CH:22]=[C:17]3[CH:16]=[CH:15][NH:14][C:18]3=[N:19][CH:20]=2)=[O:10])=[CH:11][CH:12]=1, predict the reactants needed to synthesize it. The reactants are: [F:1][CH:2]([F:13])[S:3][C:4]1[CH:12]=[CH:11][C:7]([C:8]([OH:10])=O)=[CH:6][CH:5]=1.[NH:14]1[C:18]2=[N:19][CH:20]=[C:21]([CH2:23][NH:24]C)[CH:22]=[C:17]2[CH:16]=[CH:15]1.N. (4) Given the product [Br:1][CH2:9][CH2:8][C:7](=[O:10])[CH2:6][CH2:5][CH2:4][Cl:3], predict the reactants needed to synthesize it. The reactants are: [Br:1]Br.[Cl:3][CH2:4][CH2:5][CH2:6][C:7]1([OH:10])[CH2:9][CH2:8]1. (5) Given the product [CH:30]1([N:29]([CH:26]2[CH2:27][CH2:28][NH:23][CH2:24][CH2:25]2)[C:5](=[O:7])[C:4]2[CH:8]=[CH:9][C:10]([C:11]3[O:15][CH:14]=[N:13][CH:12]=3)=[C:2]([F:1])[CH:3]=2)[CH2:32][CH2:31]1, predict the reactants needed to synthesize it. The reactants are: [F:1][C:2]1[CH:3]=[C:4]([CH:8]=[CH:9][C:10]=1[C:11]1[O:15][CH:14]=[N:13][CH:12]=1)[C:5]([OH:7])=O.C(OC([N:23]1[CH2:28][CH2:27][CH:26]([NH:29][CH:30]2[CH2:32][CH2:31]2)[CH2:25][CH2:24]1)=O)(C)(C)C.FC(F)(F)C(O)=O. (6) Given the product [Br:1][C:2]1[CH:10]=[CH:9][C:5]([C:6]([NH:26][C:22]2[CH:21]=[C:20]([C:19]([F:27])([F:18])[F:28])[CH:25]=[CH:24][N:23]=2)=[O:8])=[C:4]([CH3:11])[CH:3]=1, predict the reactants needed to synthesize it. The reactants are: [Br:1][C:2]1[CH:10]=[CH:9][C:5]([C:6]([OH:8])=O)=[C:4]([CH3:11])[CH:3]=1.C(Cl)(C(Cl)=O)=O.[F:18][C:19]([F:28])([F:27])[C:20]1[CH:25]=[CH:24][N:23]=[C:22]([NH2:26])[CH:21]=1. (7) Given the product [CH:1]([N:5]1[C:13]2[CH:12]=[C:11]([NH:38][C:36]3[CH:35]=[CH:34][N:33]=[C:32]([C:30]4[CH:29]=[N:28][N:27]([S:24]([CH:21]5[CH2:23][CH2:22]5)(=[O:26])=[O:25])[CH:31]=4)[N:37]=3)[N:10]=[CH:9][C:8]=2[C:7]([N:15]2[CH2:20][CH2:19][O:18][CH2:17][CH2:16]2)=[N:6]1)([CH2:3][CH3:4])[CH3:2], predict the reactants needed to synthesize it. The reactants are: [CH:1]([N:5]1[C:13]2[CH:12]=[C:11](Cl)[N:10]=[CH:9][C:8]=2[C:7]([N:15]2[CH2:20][CH2:19][O:18][CH2:17][CH2:16]2)=[N:6]1)([CH2:3][CH3:4])[CH3:2].[CH:21]1([S:24]([N:27]2[CH:31]=[C:30]([C:32]3[N:37]=[C:36]([NH2:38])[CH:35]=[CH:34][N:33]=3)[CH:29]=[N:28]2)(=[O:26])=[O:25])[CH2:23][CH2:22]1.C(=O)([O-])[O-].[Cs+].[Cs+].C1(P(C2CCCCC2)C2C=CC=CC=2C2C(C(C)C)=CC(C(C)C)=CC=2C(C)C)CCCCC1.